From a dataset of Forward reaction prediction with 1.9M reactions from USPTO patents (1976-2016). Predict the product of the given reaction. (1) Given the reactants C([O:3][C:4](=O)[C:5]1[CH:10]=[CH:9][C:8]([C:11]#[N:12])=[N:7][CH:6]=1)C.[BH4-].[Na+], predict the reaction product. The product is: [OH:3][CH2:4][C:5]1[CH:6]=[N:7][C:8]([C:11]#[N:12])=[CH:9][CH:10]=1. (2) Given the reactants C[Si](C)(C)Cl.Br[CH2:7][C:8]([O:10][CH3:11])=[O:9].[CH:12](=[O:19])[C:13]1[CH:18]=[CH:17][CH:16]=[CH:15][CH:14]=1.Cl, predict the reaction product. The product is: [OH:19][CH:12]([C:13]1[CH:18]=[CH:17][CH:16]=[CH:15][CH:14]=1)[CH2:7][C:8]([O:10][CH3:11])=[O:9]. (3) Given the reactants [CH3:1][C:2]([C:11]1[CH:12]=[CH:13][C:14]([OH:17])=[CH:15][CH:16]=1)([C:4]1[CH:5]=[CH:6][C:7]([OH:10])=[CH:8][CH:9]=1)[CH3:3].C(Cl)(Cl)=O.[OH-].[Na+].[SiH2:24]([C:33]1[CH:38]=[CH:37][CH:36]=[CH:35][C:34]=1[OH:39])[O:25][C:26]1[CH:31]=[CH:30][CH:29]=[CH:28][C:27]=1[OH:32].[C:40]1([O:50][CH3:51])[C:41](=[CH:43][CH:44]=[C:45]([CH:49]=1)[CH2:46][CH:47]=[CH2:48])[OH:42].C(C1C=CC(O)=CC=1)(C1C=CC=CC=1)(C)C, predict the reaction product. The product is: [CH3:3][C:2]([C:4]1[CH:5]=[CH:6][C:7]([OH:10])=[CH:8][CH:9]=1)([C:11]1[CH:12]=[CH:13][C:14]([OH:17])=[CH:15][CH:16]=1)[CH3:1].[SiH2:24]([C:33]1[CH:38]=[CH:37][CH:36]=[CH:35][C:34]=1[OH:39])[O:25][C:26]1[CH:31]=[CH:30][CH:29]=[CH:28][C:27]=1[OH:32].[C:40]1([O:50][CH3:51])[C:41](=[CH:43][CH:44]=[C:45]([CH:49]=1)[CH2:46][CH:47]=[CH2:48])[OH:42]. (4) Given the reactants [F:1][C:2]1([F:16])[CH:7]([OH:8])[CH2:6][CH2:5][N:4]([C:9]([O:11][C:12]([CH3:15])([CH3:14])[CH3:13])=[O:10])[CH2:3]1.[H-].[Na+].[Cl:19][C:20]1[C:25](Cl)=[N:24][CH:23]=[CH:22][N:21]=1.C(=O)([O-])O.[Na+], predict the reaction product. The product is: [Cl:19][C:20]1[C:25]([O:8][CH:7]2[CH2:6][CH2:5][N:4]([C:9]([O:11][C:12]([CH3:13])([CH3:15])[CH3:14])=[O:10])[CH2:3][C:2]2([F:1])[F:16])=[N:24][CH:23]=[CH:22][N:21]=1. (5) Given the reactants [OH-].[K+].[C:3]([OH:11])(=[S:10])[C:4]1[CH:9]=[CH:8][CH:7]=[CH:6][CH:5]=1.[NH2:12]OS(O)(=O)=O.C1(N=C=O)C=CC=CC=1, predict the reaction product. The product is: [C:3]([S:10][NH2:12])(=[O:11])[C:4]1[CH:9]=[CH:8][CH:7]=[CH:6][CH:5]=1.